From a dataset of Reaction yield outcomes from USPTO patents with 853,638 reactions. Predict the reaction yield, written as a fraction of the theoretical maximum amount of product (1.0 means a 100% yield; for example, 0.34 means a 34% yield). The reactants are [OH:1][C:2]1[CH:7]=[CH:6][C:5]([C:8](=[O:10])[CH3:9])=[CH:4][CH:3]=1.C(=O)([O-])[O-].[K+].[K+].Br[CH2:18][CH:19]([CH3:21])[CH3:20].O. The catalyst is CCO. The product is [CH3:18][CH:19]([CH3:21])[CH2:20][O:1][C:2]1[CH:7]=[CH:6][C:5]([C:8](=[O:10])[CH3:9])=[CH:4][CH:3]=1. The yield is 0.410.